Dataset: Full USPTO retrosynthesis dataset with 1.9M reactions from patents (1976-2016). Task: Predict the reactants needed to synthesize the given product. (1) Given the product [Br:1][C:2]1[CH:3]=[C:4]([C:8]2[N:13]=[C:12]([S:14][CH3:18])[N:11]3[N:15]=[CH:16][CH:17]=[C:10]3[CH:9]=2)[CH:5]=[CH:6][CH:7]=1, predict the reactants needed to synthesize it. The reactants are: [Br:1][C:2]1[CH:3]=[C:4]([C:8]2[NH:13][C:12](=[S:14])[N:11]3[N:15]=[CH:16][CH:17]=[C:10]3[CH:9]=2)[CH:5]=[CH:6][CH:7]=1.[CH3:18]I.Cl. (2) Given the product [C:15]([C@@H:17]1[C@:23]2([C:28]3[CH:33]=[CH:32][CH:31]=[CH:30][CH:29]=3)[N:24]([CH2:25][CH:26]=[CH2:27])[C@@H:19]([CH2:20][CH2:21][C@H:22]2[OH:34])[CH2:18]1)#[N:16], predict the reactants needed to synthesize it. The reactants are: CCC(C)[BH-](C(C)CC)C(C)CC.[K+].[C:15]([C@@H:17]1[C@:23]2([C:28]3[CH:33]=[CH:32][CH:31]=[CH:30][CH:29]=3)[N:24]([CH2:25][CH:26]=[CH2:27])[C@H:19]([CH:20]=[CH:21][C:22]2=[O:34])[CH2:18]1)#[N:16]. (3) The reactants are: C1COCC1.C([O:13][C:14]1[CH:19]=[CH:18][N:17]([C:20]2[CH:25]=[CH:24][C:23]([O:26][CH:27]3[CH2:32][CH2:31][CH2:30][CH2:29][O:28]3)=[CH:22][CH:21]=2)[C:16](=[O:33])[CH:15]=1)C1C=CC=CC=1. Given the product [OH:13][C:14]1[CH:19]=[CH:18][N:17]([C:20]2[CH:21]=[CH:22][C:23]([O:26][CH:27]3[CH2:32][CH2:31][CH2:30][CH2:29][O:28]3)=[CH:24][CH:25]=2)[C:16](=[O:33])[CH:15]=1, predict the reactants needed to synthesize it.